Dataset: Full USPTO retrosynthesis dataset with 1.9M reactions from patents (1976-2016). Task: Predict the reactants needed to synthesize the given product. (1) Given the product [CH:18]1([CH2:17][N:1]2[C:5]3=[N:6][CH:7]=[CH:8][CH:9]=[C:4]3[C:3]([C:10]#[N:11])=[N:2]2)[CH2:22][CH2:21][CH2:20][CH2:19]1, predict the reactants needed to synthesize it. The reactants are: [NH:1]1[C:5]2=[N:6][CH:7]=[CH:8][CH:9]=[C:4]2[C:3]([C:10]#[N:11])=[N:2]1.CS(O[CH2:17][CH:18]1[CH2:22][CH2:21][CH2:20][CH2:19]1)(=O)=O.C(=O)([O-])[O-].[Cs+].[Cs+].O. (2) Given the product [CH3:14][O:15][C:16]1[CH:21]=[CH:20][C:19]([N:5]2[CH:6]=[CH:7][C:3]([C:2]([F:13])([F:12])[F:1])=[C:4]2[CH2:8][O:10][C:11]2[CH:29]=[CH:28][C:27]([CH2:34][CH2:35][C:36]([OH:38])=[O:37])=[C:26]([CH3:25])[C:31]=2[CH3:30])=[CH:18][CH:17]=1, predict the reactants needed to synthesize it. The reactants are: [F:1][C:2]([F:13])([F:12])[C:3]1[CH:7]=[CH:6][NH:5][C:4]=1[C:8]([O:10][CH3:11])=O.[CH3:14][O:15][C:16]1[CH:21]=[CH:20][C:19](B(O)O)=[CH:18][CH:17]=1.[CH3:25][C:26]1[C:31](C)=[C:30](O)[CH:29]=[CH:28][C:27]=1[CH2:34][CH2:35][C:36]([O:38]CC)=[O:37]. (3) Given the product [F:24][C:25]1[CH:31]=[C:30]([O:32][CH:33]([CH3:34])[CH3:35])[CH:29]=[CH:28][C:26]=1[NH:27][C:21]([C:16]1[C:15]2[C:14]3[N:10]([CH:11]=[CH:12][N:13]=3)[CH:9]([CH3:8])[CH2:20][C:19]=2[NH:18][CH:17]=1)=[O:23], predict the reactants needed to synthesize it. The reactants are: ClC(OCC)=O.Br.[CH3:8][CH:9]1[CH2:20][C:19]2[NH:18][CH:17]=[C:16]([C:21]([OH:23])=O)[C:15]=2[C:14]2[N:10]1[CH:11]=[CH:12][N:13]=2.[F:24][C:25]1[CH:31]=[C:30]([O:32][CH:33]([CH3:35])[CH3:34])[CH:29]=[CH:28][C:26]=1[NH2:27].C(=O)([O-])[O-].[K+].[K+]. (4) Given the product [CH:15]1([CH2:18][NH:14][CH2:13][CH2:12][C:6]2[CH:7]=[CH:8][C:9]([O:10][CH3:11])=[C:4]([O:3][CH2:1][CH3:2])[CH:5]=2)[CH2:17][CH2:16]1, predict the reactants needed to synthesize it. The reactants are: [CH2:1]([O:3][C:4]1[CH:5]=[C:6]([CH2:12][CH2:13][NH2:14])[CH:7]=[CH:8][C:9]=1[O:10][CH3:11])[CH3:2].[CH:15]1([CH:18]=O)[CH2:17][CH2:16]1. (5) Given the product [C:1]([NH:5][C:6]([C:8]1[C:9]([C:21]2[S:25][C:24]3[CH:26]=[CH:27][C:28]([CH3:30])=[CH:29][C:23]=3[CH:22]=2)=[N:10][NH:11][CH:12]=1)=[O:7])([CH3:4])([CH3:3])[CH3:2], predict the reactants needed to synthesize it. The reactants are: [C:1]([NH:5][C:6]([C:8]1[C:9]([C:21]2[S:25][C:24]3[CH:26]=[CH:27][C:28]([CH3:30])=[CH:29][C:23]=3[CH:22]=2)=[N:10][N:11](COCC[Si](C)(C)C)[CH:12]=1)=[O:7])([CH3:4])([CH3:3])[CH3:2].FC(F)(F)C(O)=O.CO.[OH-].[NH4+]. (6) Given the product [CH:1]1([N:4]([CH3:11])[CH2:5]/[CH:6]=[CH:7]/[C:8]([N:74]2[CH2:75][CH2:76][CH2:77][C@@H:72]([NH:71][C:70]3[C:63]4[C:64](=[N:65][CH:66]=[CH:67][C:62]=4[O:61][C:58]4[CH:57]=[CH:56][C:55]([C:54]([NH:53][C:51]5[S:50][C:47]6[CH2:48][CH2:49][N:44]([CH3:43])[CH2:45][C:46]=6[N:52]=5)=[O:78])=[CH:60][CH:59]=4)[NH:68][N:69]=3)[CH2:73]2)=[O:10])[CH2:2][CH2:3]1, predict the reactants needed to synthesize it. The reactants are: [CH:1]1([N:4]([CH3:11])[CH2:5]/[CH:6]=[CH:7]/[C:8]([OH:10])=O)[CH2:3][CH2:2]1.CN(C(ON1N=NC2C=CC=CC1=2)=[N+](C)C)C.F[P-](F)(F)(F)(F)F.CCN(CC)CC.[CH3:43][N:44]1[CH2:49][CH2:48][C:47]2[S:50][C:51]([NH:53][C:54](=[O:78])[C:55]3[CH:60]=[CH:59][C:58]([O:61][C:62]4[CH:67]=[CH:66][N:65]=[C:64]5[NH:68][N:69]=[C:70]([NH:71][C@@H:72]6[CH2:77][CH2:76][CH2:75][NH:74][CH2:73]6)[C:63]=45)=[CH:57][CH:56]=3)=[N:52][C:46]=2[CH2:45]1. (7) Given the product [F:46][C:2]([F:1])([CH2:44][OH:45])[CH2:3][C:4]1[CH:9]=[CH:8][C:7]([NH:10][C:11](=[O:39])[CH2:12][C:13]2[CH:18]=[CH:17][C:16]([C:19]3[CH:24]=[C:23]([O:25][CH2:26][CH3:27])[C:22](=[O:28])[NH:21][CH:20]=3)=[CH:15][C:14]=2[F:38])=[CH:6][C:5]=1[C:40]([F:41])([F:42])[F:43], predict the reactants needed to synthesize it. The reactants are: [F:1][C:2]([F:46])([CH2:44][OH:45])[CH2:3][C:4]1[CH:9]=[CH:8][C:7]([NH:10][C:11](=[O:39])[CH2:12][C:13]2[CH:18]=[CH:17][C:16]([C:19]3[CH:20]=[N:21][C:22]([O:28]CC4C=CC(OC)=CC=4)=[C:23]([O:25][CH2:26][CH3:27])[CH:24]=3)=[CH:15][C:14]=2[F:38])=[CH:6][C:5]=1[C:40]([F:43])([F:42])[F:41].C(O)(C(F)(F)F)=O. (8) The reactants are: Br[C:2]1[N:7]=[C:6]([NH:8][C:9](=[O:15])[O:10][C:11]([CH3:14])([CH3:13])[CH3:12])[CH:5]=[CH:4][CH:3]=1.[O:16]1[C:19]2([CH2:22][NH2+:21][CH2:20]2)[CH2:18][CH2:17]1.C([O-])([O-])=O.[Cs+].[Cs+]. Given the product [O:16]1[C:19]2([CH2:22][N:21]([C:2]3[N:7]=[C:6]([NH:8][C:9](=[O:15])[O:10][C:11]([CH3:14])([CH3:13])[CH3:12])[CH:5]=[CH:4][CH:3]=3)[CH2:20]2)[CH2:18][CH2:17]1, predict the reactants needed to synthesize it. (9) Given the product [CH:26]1([CH:29]([OH:30])[C:21]2([C:24]#[N:25])[CH2:22][CH2:23][CH:18]([S:17][CH2:16][CH:13]3[CH2:14][CH2:15]3)[CH2:19][CH2:20]2)[CH2:28][CH2:27]1, predict the reactants needed to synthesize it. The reactants are: C(NC(C)C)(C)C.C([Li])CCC.[CH:13]1([CH2:16][S:17][CH:18]2[CH2:23][CH2:22][CH:21]([C:24]#[N:25])[CH2:20][CH2:19]2)[CH2:15][CH2:14]1.[CH:26]1([CH:29]=[O:30])[CH2:28][CH2:27]1.